This data is from Forward reaction prediction with 1.9M reactions from USPTO patents (1976-2016). The task is: Predict the product of the given reaction. (1) Given the reactants C([Li])CCC.Br[C:7]1[CH:12]=[CH:11][C:10]([C:13]([F:19])([F:18])[C:14]([F:17])([F:16])[F:15])=[CH:9][CH:8]=1.[B:20](OC)([O:23]C)[O:21]C.Cl, predict the reaction product. The product is: [F:18][C:13]([F:19])([C:10]1[CH:11]=[CH:12][C:7]([B:20]([OH:23])[OH:21])=[CH:8][CH:9]=1)[C:14]([F:17])([F:16])[F:15]. (2) Given the reactants Br[C:2]1[CH:7]=[CH:6][CH:5]=[C:4]([C:8]([CH3:11])([CH3:10])[CH3:9])[CH:3]=1.[CH3:12][C:13]1([CH3:29])[C:17]([CH3:19])([CH3:18])[O:16][B:15]([B:15]2[O:16][C:17]([CH3:19])([CH3:18])[C:13]([CH3:29])([CH3:12])[O:14]2)[O:14]1.C([O-])(=O)C.[K+].O, predict the reaction product. The product is: [C:8]([C:4]1[CH:3]=[C:2]([B:15]2[O:16][C:17]([CH3:19])([CH3:18])[C:13]([CH3:29])([CH3:12])[O:14]2)[CH:7]=[CH:6][CH:5]=1)([CH3:11])([CH3:10])[CH3:9].